This data is from NCI-60 drug combinations with 297,098 pairs across 59 cell lines. The task is: Regression. Given two drug SMILES strings and cell line genomic features, predict the synergy score measuring deviation from expected non-interaction effect. (1) Drug 1: C1C(C(OC1N2C=C(C(=O)NC2=O)F)CO)O. Drug 2: CCCCCOC(=O)NC1=NC(=O)N(C=C1F)C2C(C(C(O2)C)O)O. Cell line: IGROV1. Synergy scores: CSS=5.98, Synergy_ZIP=-1.20, Synergy_Bliss=-0.204, Synergy_Loewe=-5.46, Synergy_HSA=-1.24. (2) Drug 1: C1C(C(OC1N2C=NC3=C(N=C(N=C32)Cl)N)CO)O. Drug 2: C1=CN(C=N1)CC(O)(P(=O)(O)O)P(=O)(O)O. Cell line: U251. Synergy scores: CSS=26.4, Synergy_ZIP=-3.97, Synergy_Bliss=0.764, Synergy_Loewe=-10.6, Synergy_HSA=-2.54.